From a dataset of Full USPTO retrosynthesis dataset with 1.9M reactions from patents (1976-2016). Predict the reactants needed to synthesize the given product. (1) The reactants are: C([N:8]1[CH2:12][CH2:11][C@@H:10]([N:13]2[CH2:17][CH2:16][CH2:15][CH2:14]2)[CH2:9]1)C1C=CC=CC=1. Given the product [N:13]1([C@@H:10]2[CH2:11][CH2:12][NH:8][CH2:9]2)[CH2:17][CH2:16][CH2:15][CH2:14]1, predict the reactants needed to synthesize it. (2) Given the product [CH2:10]([O:11][C:12]([C@H:13]1[C@H:6]([C:2]2[S:1][CH:5]=[CH:4][CH:3]=2)[O:7]1)=[O:14])[CH3:9], predict the reactants needed to synthesize it. The reactants are: [S:1]1[CH:5]=[CH:4][CH:3]=[C:2]1[CH:6]=[O:7].Cl[CH2:9][CH2:10][O:11][C:12](=[O:14])[CH3:13].CC[O-].[Na+]. (3) Given the product [Br:12][C:5]1[C:6]2[C:11](=[CH:10][CH:9]=[CH:8][CH:7]=2)[C:2]([C:14]2[S:13][CH:17]=[CH:16][CH:15]=2)=[CH:3][CH:4]=1, predict the reactants needed to synthesize it. The reactants are: Br[C:2]1[C:11]2[C:6](=[CH:7][CH:8]=[CH:9][CH:10]=2)[C:5]([Br:12])=[CH:4][CH:3]=1.[S:13]1[CH:17]=[CH:16][CH:15]=[C:14]1B(O)O.C([O-])([O-])=O.[Na+].[Na+].CCO. (4) Given the product [CH3:7][NH:6][C:4](=[O:5])[C:3]1[CH:8]=[CH:9][CH:10]=[CH:11][C:2]=1[O:1][CH2:18][CH:20]1[CH2:21][O:22]1, predict the reactants needed to synthesize it. The reactants are: [OH:1][C:2]1[CH:11]=[CH:10][CH:9]=[CH:8][C:3]=1[C:4]([NH:6][CH3:7])=[O:5].C(=O)([O-])[O-].[Cs+].[Cs+].[CH2:18]([CH:20]1[O:22][CH2:21]1)Br. (5) Given the product [CH:45]1([CH2:44][O:43][C:40]2[CH:39]=[CH:38][C:37]([CH2:36][O:1][C:2]3[CH:7]=[CH:6][C:5]([CH2:8][CH2:9][CH2:10][O:11][C:12]4[CH:21]=[CH:20][C:15]([C:16]([O:18][CH3:19])=[O:17])=[CH:14][C:13]=4[C:22]([NH:24][CH:25]4[CH2:30][CH2:29][CH2:28][CH:27]([C:31]([O:33][CH3:34])=[O:32])[CH2:26]4)=[O:23])=[CH:4][CH:3]=3)=[CH:42][CH:41]=2)[CH2:46][CH2:47]1, predict the reactants needed to synthesize it. The reactants are: [OH:1][C:2]1[CH:7]=[CH:6][C:5]([CH2:8][CH2:9][CH2:10][O:11][C:12]2[CH:21]=[CH:20][C:15]([C:16]([O:18][CH3:19])=[O:17])=[CH:14][C:13]=2[C:22]([NH:24][CH:25]2[CH2:30][CH2:29][CH2:28][CH:27]([C:31]([O:33][CH3:34])=[O:32])[CH2:26]2)=[O:23])=[CH:4][CH:3]=1.Cl[CH2:36][C:37]1[CH:42]=[CH:41][C:40]([O:43][CH2:44][CH:45]2[CH2:47][CH2:46]2)=[CH:39][CH:38]=1. (6) Given the product [NH2:29][C:26]1[CH:27]=[CH:28][C:23]([CH:2]([C:3]([O:5][C:6]([CH3:7])([CH3:8])[CH3:9])=[O:4])[C:1]([O:11][C:12]([CH3:15])([CH3:14])[CH3:13])=[O:10])=[CH:24][CH:25]=1, predict the reactants needed to synthesize it. The reactants are: [C:1]([O:11][C:12]([CH3:15])([CH3:14])[CH3:13])(=[O:10])[CH2:2][C:3]([O:5][C:6]([CH3:9])([CH3:8])[CH3:7])=[O:4].CC(C)([O-])C.[K+].Br[C:23]1[CH:28]=[CH:27][C:26]([N+:29]([O-])=O)=[CH:25][CH:24]=1. (7) Given the product [Si:1]([NH:8][S:9]([C:12]1[N:13]=[C:14]([CH:46]=[O:47])[N:15]([CH3:17])[CH:16]=1)(=[O:10])=[O:11])([C:4]([CH3:6])([CH3:7])[CH3:5])([CH3:3])[CH3:2], predict the reactants needed to synthesize it. The reactants are: [Si:1]([NH:8][S:9]([C:12]1[N:13]=[CH:14][N:15]([CH3:17])[CH:16]=1)(=[O:11])=[O:10])([C:4]([CH3:7])([CH3:6])[CH3:5])([CH3:3])[CH3:2].CN1C=C(S(N)(=O)=O)N=C1.[Si](Cl)(C(C)(C)C)(C)C.C(N(CC)CC)C.CN([CH:46]=[O:47])C.